From a dataset of Catalyst prediction with 721,799 reactions and 888 catalyst types from USPTO. Predict which catalyst facilitates the given reaction. (1) Reactant: C(OC(=O)[NH:7][CH:8]1[CH2:13][CH2:12][N:11]([C:14]2[CH:19]=[CH:18][CH:17]=[CH:16][N:15]=2)[CH2:10][CH2:9]1)(C)(C)C.Cl. Product: [N:11]1([C:14]2[CH:19]=[CH:18][CH:17]=[CH:16][N:15]=2)[CH2:10][CH2:9][CH:8]([NH2:7])[CH2:13][CH2:12]1. The catalyst class is: 12. (2) Reactant: C1(C2N=CNN=2)CC1.[H-].[Na+].CS(OC1CC(C2N3C4C=CN(COCC[Si](C)(C)C)C=4N=CC3=NN=2)C(CC)C1)(=O)=O.[CH:43]1([C:46]2[N:50]=[CH:49][N:48]([CH:51]3[CH2:55][CH:54]([C:56]4[N:60]5[C:61]6[CH:67]=[CH:66][N:65](COCC[Si](C)(C)C)[C:62]=6[N:63]=[CH:64][C:59]5=[N:58][N:57]=4)[CH:53]([CH2:76][CH3:77])[CH2:52]3)[N:47]=2)[CH2:45][CH2:44]1.[CH:78]1([C:81]2[N:85]([CH:86]3[CH2:90][CH:89]([C:91]4[N:95]5[C:96]6[CH:102]=[CH:101][N:100](COCC[Si](C)(C)C)[C:97]=6[N:98]=[CH:99][C:94]5=[N:93][N:92]=4)[CH:88]([CH2:111][CH3:112])[CH2:87]3)[N:84]=[CH:83][N:82]=2)[CH2:80][CH2:79]1.FC(F)(F)C(O)=O. Product: [CH:43]1([C:46]2[N:50]=[CH:49][N:48]([C@@H:51]3[CH2:55][C@H:54]([C:56]4[N:60]5[C:61]6[CH:67]=[CH:66][NH:65][C:62]=6[N:63]=[CH:64][C:59]5=[N:58][N:57]=4)[C@H:53]([CH2:76][CH3:77])[CH2:52]3)[N:47]=2)[CH2:45][CH2:44]1.[CH:78]1([C:81]2[N:85]([C@@H:86]3[CH2:90][C@H:89]([C:91]4[N:95]5[C:96]6[CH:102]=[CH:101][NH:100][C:97]=6[N:98]=[CH:99][C:94]5=[N:93][N:92]=4)[C@H:88]([CH2:111][CH3:112])[CH2:87]3)[N:84]=[CH:83][N:82]=2)[CH2:80][CH2:79]1. The catalyst class is: 85. (3) Reactant: [Br:1][C:2]1[CH:8]=[C:7]([CH3:9])[C:5]([NH2:6])=[C:4]([CH3:10])[CH:3]=1.C(=O)([O-])[O-].[Na+].[Na+].[CH3:17][C:18]([CH3:24])([CH3:23])[CH2:19][C:20](Cl)=[O:21].O. Product: [Br:1][C:2]1[CH:8]=[C:7]([CH3:9])[C:5]([NH:6][C:20](=[O:21])[CH2:19][C:18]([CH3:24])([CH3:23])[CH3:17])=[C:4]([CH3:10])[CH:3]=1. The catalyst class is: 7. (4) Reactant: Cl[C:2]1[CH:7]=[C:6]([C:8]2[CH:13]=[CH:12][CH:11]=[C:10]([CH3:14])[C:9]=2[CH3:15])[N:5]=[C:4]([NH2:16])[N:3]=1.[N:17]1[C:18]([CH2:26][NH2:27])=[CH:19][N:20]2[CH:25]=[CH:24][CH:23]=[CH:22][C:21]=12.CCN(CC)CC.C(O)CCC. Product: [CH3:15][C:9]1[C:10]([CH3:14])=[CH:11][CH:12]=[CH:13][C:8]=1[C:6]1[N:5]=[C:4]([NH2:16])[N:3]=[C:2]([NH:27][CH2:26][C:18]2[N:17]=[C:21]3[CH:22]=[CH:23][CH:24]=[CH:25][N:20]3[CH:19]=2)[CH:7]=1. The catalyst class is: 5. (5) Reactant: C(OC([NH:8][CH:9]1[CH2:14][CH2:13][CH:12]([O:15][C:16]2[C:21]([NH:22][C:23]3[C:24]4[C:31]([CH3:32])=[C:30]([C:33](O)=[O:34])[S:29][C:25]=4[N:26]=[CH:27][N:28]=3)=[CH:20][CH:19]=[CH:18][N:17]=2)[CH2:11][CH2:10]1)=O)(C)(C)C.[CH2:36]([NH2:39])[CH2:37][CH3:38]. Product: [CH2:36]([NH:39][C:33]([C:30]1[S:29][C:25]2[N:26]=[CH:27][N:28]=[C:23]([NH:22][C:21]3[C:16]([O:15][CH:12]4[CH2:11][CH2:10][CH:9]([NH2:8])[CH2:14][CH2:13]4)=[N:17][CH:18]=[CH:19][CH:20]=3)[C:24]=2[C:31]=1[CH3:32])=[O:34])[CH2:37][CH3:38]. The catalyst class is: 2. (6) Reactant: [C:1]([Si:5]([CH3:32])([CH3:31])[O:6][C:7]1[CH:12]=[C:11]([O:13][CH2:14][C:15]2[CH:20]=[CH:19][C:18]([O:21][CH3:22])=[CH:17][CH:16]=2)[CH:10]=[CH:9][C:8]=1[C:23]([OH:30])=[CH:24][C:25](=[O:29])[CH:26]([CH3:28])[CH3:27])([CH3:4])([CH3:3])[CH3:2].[Br:33]N1C(=O)CCC1=O.O. Product: [Br:33][CH:24]([C:25](=[O:29])[CH:26]([CH3:28])[CH3:27])[C:23]([C:8]1[CH:9]=[CH:10][C:11]([O:13][CH2:14][C:15]2[CH:20]=[CH:19][C:18]([O:21][CH3:22])=[CH:17][CH:16]=2)=[CH:12][C:7]=1[O:6][Si:5]([C:1]([CH3:4])([CH3:2])[CH3:3])([CH3:32])[CH3:31])=[O:30]. The catalyst class is: 4. (7) Reactant: [F:1][C:2]1[CH:7]=[CH:6][C:5]([C:8]([C:12]2[CH:17]=[CH:16][CH:15]=[CH:14][CH:13]=2)([OH:11])[C:9]#[CH:10])=[CH:4][CH:3]=1.[C:18]1([CH3:28])[CH:23]=[CH:22][C:21](S(O)(=O)=O)=[CH:20][CH:19]=1.[C:29](=[O:32])(O)[O-].[Na+]. Product: [F:1][C:2]1[CH:3]=[CH:4][C:5]([C:8]2([C:12]3[CH:13]=[CH:14][CH:15]=[CH:16][CH:17]=3)[O:11][C:20]3[CH:19]=[C:18]([C:28]4[CH:3]=[CH:4][C:5]([C:8]5[CH:12]=[CH:13][C:29]([OH:32])=[CH:10][CH:9]=5)=[CH:6][CH:7]=4)[C:23]4[C:22]([C:21]=3[CH:10]=[CH:9]2)=[CH:17][CH:16]=[CH:15][CH:14]=4)=[CH:6][CH:7]=1. The catalyst class is: 11. (8) Reactant: [Cl:1][C:2]1[CH:7]=[CH:6][C:5]([C:8]2[S:9][C:10]([CH:13]([OH:15])[CH3:14])=[CH:11][N:12]=2)=[CH:4][CH:3]=1.[H-].[Na+].Cl[C:19]1[CH:25]2[CH2:26][CH:22]([CH2:23][CH2:24]2)[C:21](=[O:27])[CH:20]=1. Product: [Cl:1][C:2]1[CH:3]=[CH:4][C:5]([C:8]2[S:9][C:10]([CH:13]([O:15][C:19]3[CH:25]4[CH2:26][CH:22]([CH2:23][CH2:24]4)[C:21](=[O:27])[CH:20]=3)[CH3:14])=[CH:11][N:12]=2)=[CH:6][CH:7]=1. The catalyst class is: 7. (9) Reactant: [Cl:1][C:2]1[CH:3]=[C:4]2[C:9](=[CH:10][CH:11]=1)[C@:8]([CH2:17][O:18][C:19]1[CH:31]=[CH:30][C:22]([C:23]([O:25][C:26]([CH3:29])([CH3:28])[CH3:27])=[O:24])=[CH:21][C:20]=1[N+:32]([O-:34])=[O:33])([CH:12](OC)[O:13]C)[CH2:7][CH2:6][CH2:5]2.O=C(C=C(C)C)C. Product: [Cl:1][C:2]1[CH:3]=[C:4]2[C:9](=[CH:10][CH:11]=1)[C@:8]([CH2:17][O:18][C:19]1[CH:31]=[CH:30][C:22]([C:23]([O:25][C:26]([CH3:29])([CH3:28])[CH3:27])=[O:24])=[CH:21][C:20]=1[N+:32]([O-:34])=[O:33])([CH:12]=[O:13])[CH2:7][CH2:6][CH2:5]2. The catalyst class is: 21. (10) Reactant: [CH3:1][O:2][C:3](=[O:18])[C:4]1[CH:9]=[C:8]([C:10]2[O:11][CH:12]=[CH:13][N:14]=2)[CH:7]=[C:6]([N+:15]([O-])=O)[CH:5]=1.[H][H]. Product: [CH3:1][O:2][C:3](=[O:18])[C:4]1[CH:9]=[C:8]([C:10]2[O:11][CH:12]=[CH:13][N:14]=2)[CH:7]=[C:6]([NH2:15])[CH:5]=1. The catalyst class is: 403.